This data is from Experimentally validated miRNA-target interactions with 360,000+ pairs, plus equal number of negative samples. The task is: Binary Classification. Given a miRNA mature sequence and a target amino acid sequence, predict their likelihood of interaction. (1) The miRNA is rno-miR-351-3p with sequence GGUCAAGAGGCGCCUGGGAAC. The protein sequence of the target gene is MSLYPSLEDLKVDKVIQAQTAYSANPASQAFVLVDASAALPPDGNLYPKLYPELSQYMGLSLNEAEICESMPMVSGAPAQGQLVARPSSVNYMVAPVTGNDAGIRRAEIKQGIREVILCKDQDGKIGLRLKSIDNGIFVQLVQANSPASLVGLRFGDQVLQINGENCAGWSSDKAHKVLKQAFGEKITMTIRDRPFERTVTMHKDSSGHVGFIFKSGKITSIVKDSSAARNGLLTDHHICEINGQNVIGLKDAQIADILSTAGTVVTITIMPTFIFEHIIKRMAPSIMKSLMDHTIPEV. Result: 0 (no interaction). (2) The miRNA is hsa-miR-3928-3p with sequence GGAGGAACCUUGGAGCUUCGGC. The protein sequence of the target gene is MSELDQLRQEAEQLKNQIRDARKACADATLSQITNNIDPVGRIQMRTRRTLRGHLAKIYAMHWGTDSRLLVSASQDGKLIIWDSYTTNKVHAIPLRSSWVMTCAYAPSGNYVACGGLDNICSIYNLKTREGNVRVSRELAGHTGYLSCCRFLDDNQIVTSSGDTTCALWDIETGQQTTTFTGHTGDVMSLSLAPDTRLFVSGACDASAKLWDVREGMCRQTFTGHESDINAICFFPNGNAFATGSDDATCRLFDLRADQELMTYSHDNIICGITSVSFSKSGRLLLAGYDDFNCNVWDAL.... Result: 1 (interaction). (3) The miRNA is rno-miR-423-3p with sequence AGCUCGGUCUGAGGCCCCUCAGU. The protein sequence of the target gene is MPKGRRGSHSPTMSQRSAPPLYFPSLYDRGISSSPLSDFNIWKKLFVPLKAGGAPVGGAAGARSLSQALPAPAPPPPPPPGLGPSSERPWPSPWPSGLASIPYEPLRFFYSPPPGPEVVASPLVPCPSTPRLASASHPEELCELEIRIKELELLTITGDGFDSQSYTFLKALKDEKLQGLKTKQPGKKSASLS. Result: 0 (no interaction). (4) The miRNA is hsa-miR-1233-3p with sequence UGAGCCCUGUCCUCCCGCAG. The protein sequence of the target gene is MAGISYVASFFLLLTKLSIGQREVTVQKGPLFRAEGYPVSIGCNVTGHQGPSEQHFQWSVYLPTNPTQEVQIISTKDAAFSYAVYTQRVRSGDVYVERVQGNSVLLHISKLQMKDAGEYECHTPNTDEKYYGSYSAKTNLIVIPDTLSATMSSQTLGKEEGEPLALTCEASKATAQHTHLSVTWYLTQDGGGSQATEIISLSKDFILVPGPLYTERFAASDVQLNKLGPTTFRLSIERLQSSDQGQLFCEATEWIQDPDETWMFITKKQTDQTTLRIQPAVKDFQVNITADSLFAEGKPL.... Result: 0 (no interaction). (5) The miRNA is mmu-miR-329-3p with sequence AACACACCCAGCUAACCUUUUU. The protein sequence of the target gene is MAEGGASKGEEPEKLPGLAEDEPQVLHGTGHCKWFNVRMGFGFISMISREGNPLDIPVDVFVHQSKLFMEGFRSLKEGEPVEFTFKKSPKGLESIRVTGPGGSPCLGSERRPKGKTLQKRKPKGDRCYNCGGLDHHAKECSLPPQPKKCHYCQSIMHMVANCPHKLAAQLPASSQGRQEAESQPCSSAAPREVGGGHGCTVLFPQEVKSEMAEHSDRSPQEVSSTKAFAAIGEQNKKGPLIQKRKKT. Result: 1 (interaction).